Regression. Given two drug SMILES strings and cell line genomic features, predict the synergy score measuring deviation from expected non-interaction effect. From a dataset of NCI-60 drug combinations with 297,098 pairs across 59 cell lines. (1) Drug 1: C1=C(C(=O)NC(=O)N1)F. Drug 2: C1CCC(C(C1)N)N.C(=O)(C(=O)[O-])[O-].[Pt+4]. Cell line: DU-145. Synergy scores: CSS=40.9, Synergy_ZIP=1.85, Synergy_Bliss=2.23, Synergy_Loewe=5.34, Synergy_HSA=6.23. (2) Drug 1: CC1OCC2C(O1)C(C(C(O2)OC3C4COC(=O)C4C(C5=CC6=C(C=C35)OCO6)C7=CC(=C(C(=C7)OC)O)OC)O)O. Drug 2: C1=CC(=CC=C1CCCC(=O)O)N(CCCl)CCCl. Cell line: TK-10. Synergy scores: CSS=33.3, Synergy_ZIP=0.271, Synergy_Bliss=2.32, Synergy_Loewe=-0.0944, Synergy_HSA=6.71. (3) Drug 1: C1CCN(CC1)CCOC2=CC=C(C=C2)C(=O)C3=C(SC4=C3C=CC(=C4)O)C5=CC=C(C=C5)O. Drug 2: CCCS(=O)(=O)NC1=C(C(=C(C=C1)F)C(=O)C2=CNC3=C2C=C(C=N3)C4=CC=C(C=C4)Cl)F. Cell line: SK-OV-3. Synergy scores: CSS=7.85, Synergy_ZIP=1.58, Synergy_Bliss=-2.16, Synergy_Loewe=-7.31, Synergy_HSA=-3.13.